Dataset: Forward reaction prediction with 1.9M reactions from USPTO patents (1976-2016). Task: Predict the product of the given reaction. Given the reactants C(NC(C)C)(C)C.C(=O)=O.[CH2:11]([OH:14])[CH2:12]O.[Li]CCCC.C1C=CC(N([S:27]([C:30]([F:33])([F:32])[F:31])(=[O:29])=[O:28])[S:27]([C:30]([F:33])([F:32])[F:31])(=[O:29])=[O:28])=CC=1, predict the reaction product. The product is: [O:14]([CH:11]=[CH2:12])[S:27]([C:30]([F:33])([F:32])[F:31])(=[O:29])=[O:28].